From a dataset of Forward reaction prediction with 1.9M reactions from USPTO patents (1976-2016). Predict the product of the given reaction. (1) Given the reactants [NH2:1][C:2]1[CH:7]=[C:6]([C:8]([CH3:11])([CH3:10])[CH3:9])[CH:5]=[CH:4][C:3]=1[OH:12].Cl.[C:14](=N)(OC)[CH3:15], predict the reaction product. The product is: [C:8]([C:6]1[CH:5]=[CH:4][C:3]2[O:12][C:14]([CH3:15])=[N:1][C:2]=2[CH:7]=1)([CH3:9])([CH3:11])[CH3:10]. (2) Given the reactants [NH2:1][C:2]1[C:3]([CH3:13])=[C:4]([CH:9]=[C:10]([Br:12])[CH:11]=1)[C:5]([O:7][CH3:8])=[O:6].[O:14]1[CH2:19][CH2:18][C:17](=O)[CH2:16][CH2:15]1.C(O)(=O)C.C(O[BH-](OC(=O)C)OC(=O)C)(=O)C.[Na+].C([O-])(O)=O.[Na+], predict the reaction product. The product is: [Br:12][C:10]1[CH:11]=[C:2]([NH:1][CH:17]2[CH2:18][CH2:19][O:14][CH2:15][CH2:16]2)[C:3]([CH3:13])=[C:4]([CH:9]=1)[C:5]([O:7][CH3:8])=[O:6]. (3) Given the reactants [Br:1][C:2]1[N:3]=[C:4]([CH3:8])[NH:5][C:6]=1[Br:7].C(=O)([O-])[O-].[Na+].[Na+].[CH2:15](Br)[C:16]1[CH:21]=[CH:20][CH:19]=[CH:18][CH:17]=1.O, predict the reaction product. The product is: [CH2:15]([N:3]1[C:2]([Br:1])=[C:6]([Br:7])[N:5]=[C:4]1[CH3:8])[C:16]1[CH:21]=[CH:20][CH:19]=[CH:18][CH:17]=1. (4) Given the reactants [Si](OCC[N:11]1[C:23]2[C:22]3[N:21]=[CH:20][CH:19]=[CH:18][C:17]=3[N:16]=[CH:15][C:14]=2[N:13]=[C:12]1[CH2:24][O:25][CH2:26][CH3:27])(C(C)(C)C)(C)C.ClC1C=CC=C(C(OO)=[O:36])C=1.C([O-])([O-])=O.[Na+].[Na+], predict the reaction product. The product is: [CH2:26]([O:25][CH2:24][C:12]1[NH:11][C:23]2[C:22]3[N:21]=[CH:20][CH:19]=[CH:18][C:17]=3[N+:16]([O-:36])=[CH:15][C:14]=2[N:13]=1)[CH3:27].